From a dataset of Forward reaction prediction with 1.9M reactions from USPTO patents (1976-2016). Predict the product of the given reaction. (1) Given the reactants COC(C1C(C)=CC(C2C=CC=C(C(F)(F)F)C=2)=CN=1)=O.ClC1C=C([C:30]2[CH:31]=[C:32]([CH3:49])[C:33]([C:36]([N:38]3[CH2:43][CH2:42][CH:41]([N:44]4[CH2:48][CH2:47][CH2:46][CH2:45]4)[CH2:40][CH2:39]3)=[O:37])=[N:34][CH:35]=2)C=CC=1Cl.[CH3:50][O:51][C:52]1[CH:57]=[CH:56][C:55](B(O)O)=[CH:54][C:53]=1[C:61]([F:64])([F:63])[F:62].C(=O)([O-])[O-].[Na+].[Na+], predict the reaction product. The product is: [CH3:50][O:51][C:52]1[CH:57]=[CH:56][C:55]([C:30]2[CH:31]=[C:32]([CH3:49])[C:33]([C:36]([N:38]3[CH2:39][CH2:40][CH:41]([N:44]4[CH2:48][CH2:47][CH2:46][CH2:45]4)[CH2:42][CH2:43]3)=[O:37])=[N:34][CH:35]=2)=[CH:54][C:53]=1[C:61]([F:64])([F:63])[F:62]. (2) Given the reactants [F:1][C:2]1[CH:7]=[CH:6][CH:5]=[C:4]([F:8])[C:3]=1[C:9]1[C:10](=[O:29])[CH:11]=[CH:12][N:13]2[C:18]=1[CH:17]=[CH:16][C:15]([C:19]#[C:20][C:21]1[CH:26]=[CH:25][C:24]([F:27])=[CH:23][C:22]=1[F:28])=[CH:14]2, predict the reaction product. The product is: [F:1][C:2]1[CH:7]=[CH:6][CH:5]=[C:4]([F:8])[C:3]=1[C:9]1[C:10](=[O:29])[CH:11]=[CH:12][N:13]2[C:18]=1[CH:17]=[CH:16][C:15](/[CH:19]=[CH:20]\[C:21]1[CH:26]=[CH:25][C:24]([F:27])=[CH:23][C:22]=1[F:28])=[CH:14]2. (3) Given the reactants [CH:1]1([NH:4][C:5](=[O:32])[CH2:6][N:7]2[C:16]3[C:11](=[N:12][CH:13]=[C:14]([CH2:17][C:18]4[CH:23]=[CH:22][C:21]([F:24])=[CH:20][CH:19]=4)[CH:15]=3)[C:10]([OH:25])=[C:9]([C:26]([O:28]CC)=O)[C:8]2=[O:31])[CH2:3][CH2:2]1.[CH3:33][NH2:34], predict the reaction product. The product is: [CH:1]1([NH:4][C:5](=[O:32])[CH2:6][N:7]2[C:16]3[C:11](=[N:12][CH:13]=[C:14]([CH2:17][C:18]4[CH:19]=[CH:20][C:21]([F:24])=[CH:22][CH:23]=4)[CH:15]=3)[C:10]([OH:25])=[C:9]([C:26]([NH:34][CH3:33])=[O:28])[C:8]2=[O:31])[CH2:3][CH2:2]1. (4) Given the reactants [CH2:1](Br)[CH:2]=[CH2:3].[OH-].[K+].[OH:7][C:8]1[C:17]([CH:18]=[O:19])=[C:16]([O:20][CH3:21])[CH:15]=[CH:14][C:9]=1[C:10]([O:12][CH3:13])=[O:11].Cl, predict the reaction product. The product is: [CH2:1]([O:7][C:8]1[C:17]([CH:18]=[O:19])=[C:16]([O:20][CH3:21])[CH:15]=[CH:14][C:9]=1[C:10]([O:12][CH3:13])=[O:11])[CH:2]=[CH2:3]. (5) Given the reactants [C:1]([C:5]1[CH:6]=[C:7]([NH:11][C:12](=[O:20])[C:13]2[CH:18]=[CH:17][C:16](Cl)=[N:15][CH:14]=2)[CH:8]=[CH:9][CH:10]=1)([CH3:4])([CH3:3])[CH3:2].[C:21]([N:28]1[CH2:33][CH2:32][NH:31][CH2:30][CH2:29]1)([O:23][C:24]([CH3:27])([CH3:26])[CH3:25])=[O:22].C(OC(N1CCN(C2C=CC(C(=O)NC3C=CC(C)=C(I)C=3)=CN=2)CC1)=O)(C)(C)C, predict the reaction product. The product is: [C:24]([O:23][C:21]([N:28]1[CH2:33][CH2:32][N:31]([C:16]2[CH:17]=[CH:18][C:13]([C:12](=[O:20])[NH:11][C:7]3[CH:8]=[CH:9][CH:10]=[C:5]([C:1]([CH3:4])([CH3:3])[CH3:2])[CH:6]=3)=[CH:14][N:15]=2)[CH2:30][CH2:29]1)=[O:22])([CH3:27])([CH3:25])[CH3:26]. (6) Given the reactants C([SnH](CCCC)CCCC)CCC.I[CH2:15][CH2:16][OH:17].[C:18]([O:42][CH:43]1[CH2:48][C:47]([CH3:50])([CH3:49])[N:46]([OH:51])[C:45]([CH3:53])([CH3:52])[CH2:44]1)(=[O:41])[CH2:19][CH2:20][CH2:21][CH2:22][CH2:23][CH2:24][CH2:25][CH2:26][C:27]([O:29][CH:30]1[CH2:35][C:34]([CH3:37])([CH3:36])[N:33]([OH:38])[C:32]([CH3:40])([CH3:39])[CH2:31]1)=[O:28].CCCCCCC.CCCCCCC.[C:68](OCC)(=[O:70])[CH3:69], predict the reaction product. The product is: [OH:17][CH2:16][CH2:15][O:38][N:33]1[C:32]([CH3:39])([CH3:40])[CH2:31][CH:30]([O:29][C:27](=[O:28])[CH2:26][CH2:25][CH2:24][CH2:23][CH2:22][CH2:21][CH2:20][CH2:19][C:18]([O:42][CH:43]2[CH2:44][C:45]([CH3:53])([CH3:52])[N:46]([O:51][CH2:69][CH2:68][OH:70])[C:47]([CH3:50])([CH3:49])[CH2:48]2)=[O:41])[CH2:35][C:34]1([CH3:36])[CH3:37].